From a dataset of Full USPTO retrosynthesis dataset with 1.9M reactions from patents (1976-2016). Predict the reactants needed to synthesize the given product. (1) Given the product [N+:23]([C:20]1[CH:21]=[CH:22][C:17]([N:13]2[CH2:14][CH2:15][CH:10]([C:2]([C:3]3[CH:8]=[CH:7][CH:6]=[CH:5][CH:4]=3)=[O:9])[CH2:11][CH2:12]2)=[N:18][CH:19]=1)([O-:25])=[O:24], predict the reactants needed to synthesize it. The reactants are: Cl.[C:2]([CH:10]1[CH2:15][CH2:14][NH:13][CH2:12][CH2:11]1)(=[O:9])[C:3]1[CH:8]=[CH:7][CH:6]=[CH:5][CH:4]=1.Cl[C:17]1[CH:22]=[CH:21][C:20]([N+:23]([O-:25])=[O:24])=[CH:19][N:18]=1.C(=O)([O-])[O-].[K+].[K+]. (2) Given the product [Br:18][C:19]1[CH:24]=[C:23]([N:6]2[CH2:7][C@@H:1]3[C@H:5]2[CH2:4][N:3]([C:8]([O:10][CH2:11][C:12]2[CH:17]=[CH:16][CH:15]=[CH:14][CH:13]=2)=[O:9])[CH2:2]3)[CH:22]=[N:21][CH:20]=1, predict the reactants needed to synthesize it. The reactants are: [C@@H:1]12[CH2:7][NH:6][C@@H:5]1[CH2:4][N:3]([C:8]([O:10][CH2:11][C:12]1[CH:17]=[CH:16][CH:15]=[CH:14][CH:13]=1)=[O:9])[CH2:2]2.[Br:18][C:19]1[CH:20]=[N:21][CH:22]=[C:23](Br)[CH:24]=1.